Dataset: Catalyst prediction with 721,799 reactions and 888 catalyst types from USPTO. Task: Predict which catalyst facilitates the given reaction. (1) Reactant: [N:1]([C@@H:4]1[CH2:9][CH2:8][C@@H:7]([C:10]([O:12][CH2:13][CH3:14])=[O:11])[CH2:6][C@@H:5]1[NH:15][C:16]([O:18][C:19]([CH3:22])([CH3:21])[CH3:20])=[O:17])=[N+]=[N-].[H][H]. Product: [C:19]([O:18][C:16]([NH:15][C@H:5]1[CH2:6][C@H:7]([C:10]([O:12][CH2:13][CH3:14])=[O:11])[CH2:8][CH2:9][C@H:4]1[NH2:1])=[O:17])([CH3:22])([CH3:21])[CH3:20]. The catalyst class is: 696. (2) Reactant: Cl[C:2]1[C:7]([C:8]#[N:9])=[CH:6][C:5]([C:10]2[CH:15]=[CH:14][C:13]([Cl:16])=[CH:12][CH:11]=2)=[C:4]([C:17]2[CH:22]=[CH:21][CH:20]=[CH:19][C:18]=2[Cl:23])[N:3]=1.[CH2:24]([NH2:28])[CH:25]([CH3:27])[CH3:26]. Product: [Cl:23][C:18]1[CH:19]=[CH:20][CH:21]=[CH:22][C:17]=1[C:4]1[N:3]=[C:2]([NH:28][CH2:24][CH:25]([CH3:27])[CH3:26])[C:7]([C:8]#[N:9])=[CH:6][C:5]=1[C:10]1[CH:11]=[CH:12][C:13]([Cl:16])=[CH:14][CH:15]=1. The catalyst class is: 49.